From a dataset of Reaction yield outcomes from USPTO patents with 853,638 reactions. Predict the reaction yield, written as a fraction of the theoretical maximum amount of product (1.0 means a 100% yield; for example, 0.34 means a 34% yield). The reactants are FC(F)(F)S([O:6][Si:7]([CH:14]([CH3:16])[CH3:15])([CH:11]([CH3:13])[CH3:12])[CH:8]([CH3:10])[CH3:9])(=O)=O.[F:19][C:20]1[CH:21]=[CH:22][C:23]2[N:24]([C:26]([N:29]3[CH2:33][CH2:32][CH2:31][C@@H:30]3CO)=[N:27][N:28]=2)[CH:25]=1.CCN(CC)CC. The catalyst is CN(C=O)C. The product is [F:19][C:20]1[CH:21]=[CH:22][C:23]2[N:24]([C:26]([N:29]3[CH2:33][CH2:32][CH2:31][C@@H:30]3[O:6][Si:7]([CH:8]([CH3:9])[CH3:10])([CH:11]([CH3:12])[CH3:13])[CH:14]([CH3:15])[CH3:16])=[N:27][N:28]=2)[CH:25]=1. The yield is 0.470.